This data is from Full USPTO retrosynthesis dataset with 1.9M reactions from patents (1976-2016). The task is: Predict the reactants needed to synthesize the given product. Given the product [Cl:1][C:2]1[CH:3]=[C:4]([Cl:10])[CH:5]=[CH:6][C:7]=1[O:8][CH3:9], predict the reactants needed to synthesize it. The reactants are: [Cl:1][C:2]1[C:7]([O:8][CH3:9])=[CH:6][CH:5]=[C:4]([Cl:10])[C:3]=1CO.ClC1C=C(Cl)C=CC=1O.C(=O)([O-])[O-].[K+].[K+].IC.